This data is from NCI-60 drug combinations with 297,098 pairs across 59 cell lines. The task is: Regression. Given two drug SMILES strings and cell line genomic features, predict the synergy score measuring deviation from expected non-interaction effect. (1) Synergy scores: CSS=-9.54, Synergy_ZIP=3.37, Synergy_Bliss=-2.54, Synergy_Loewe=-10.1, Synergy_HSA=-9.81. Drug 2: CN(C(=O)NC(C=O)C(C(C(CO)O)O)O)N=O. Cell line: HCT-15. Drug 1: CC12CCC3C(C1CCC2O)C(CC4=C3C=CC(=C4)O)CCCCCCCCCS(=O)CCCC(C(F)(F)F)(F)F. (2) Drug 1: C1=CC(=CC=C1CCCC(=O)O)N(CCCl)CCCl. Drug 2: C(CCl)NC(=O)N(CCCl)N=O. Cell line: COLO 205. Synergy scores: CSS=36.0, Synergy_ZIP=-5.21, Synergy_Bliss=-2.48, Synergy_Loewe=-3.33, Synergy_HSA=-1.38. (3) Drug 1: CN(CC1=CN=C2C(=N1)C(=NC(=N2)N)N)C3=CC=C(C=C3)C(=O)NC(CCC(=O)O)C(=O)O. Drug 2: C1C(C(OC1N2C=NC3=C(N=C(N=C32)Cl)N)CO)O. Cell line: SW-620. Synergy scores: CSS=34.8, Synergy_ZIP=-9.15, Synergy_Bliss=-11.9, Synergy_Loewe=-13.9, Synergy_HSA=-6.55.